From a dataset of Reaction yield outcomes from USPTO patents with 853,638 reactions. Predict the reaction yield, written as a fraction of the theoretical maximum amount of product (1.0 means a 100% yield; for example, 0.34 means a 34% yield). (1) The reactants are C([O:4][CH2:5][C:6]1[C:7]([N:31]2[CH2:43][CH2:42][N:34]3[C:35]4[CH2:36][CH2:37][CH2:38][CH2:39][C:40]=4[CH:41]=[C:33]3[C:32]2=[O:44])=[N:8][CH:9]=[CH:10][C:11]=1[C:12]1[CH:17]=[C:16]([NH:18][C:19]2[CH:28]=[C:22]3[CH2:23][N:24]([CH3:27])[CH2:25][CH2:26][N:21]3[N:20]=2)[C:15](=[O:29])[N:14]([CH3:30])[N:13]=1)(=O)C.[OH-].[Li+]. No catalyst specified. The product is [OH:4][CH2:5][C:6]1[C:7]([N:31]2[CH2:43][CH2:42][N:34]3[C:35]4[CH2:36][CH2:37][CH2:38][CH2:39][C:40]=4[CH:41]=[C:33]3[C:32]2=[O:44])=[N:8][CH:9]=[CH:10][C:11]=1[C:12]1[CH:17]=[C:16]([NH:18][C:19]2[CH:28]=[C:22]3[CH2:23][N:24]([CH3:27])[CH2:25][CH2:26][N:21]3[N:20]=2)[C:15](=[O:29])[N:14]([CH3:30])[N:13]=1. The yield is 0.630. (2) The reactants are [CH3:1][CH:2]([CH3:9])[C@H:3]([NH:7][CH3:8])[C:4]([OH:6])=[O:5].[OH-].[Na+].C(=O)([O-])[O-].[Na+].[Na+].Cl[C:19]([O:21][CH3:22])=[O:20]. No catalyst specified. The product is [CH3:22][O:21][C:19]([N:7]([CH3:8])[C@@H:3]([CH:2]([CH3:9])[CH3:1])[C:4]([OH:6])=[O:5])=[O:20]. The yield is 0.710. (3) The reactants are C([N:8]1[CH2:12][CH2:11][CH:10]([C:13]2[CH:14]=[C:15]3[C:19](=[CH:20][CH:21]=2)[NH:18][C:17]([C:22]([NH:24][C:25]2[CH:30]=[C:29]([F:31])[CH:28]=[C:27]([F:32])[CH:26]=2)=[O:23])=[CH:16]3)[CH2:9]1)C1C=CC=CC=1. The catalyst is CO.O1CCCC1.[Pd]. The product is [F:32][C:27]1[CH:26]=[C:25]([NH:24][C:22]([C:17]2[NH:18][C:19]3[C:15]([CH:16]=2)=[CH:14][C:13]([CH:10]2[CH2:11][CH2:12][NH:8][CH2:9]2)=[CH:21][CH:20]=3)=[O:23])[CH:30]=[C:29]([F:31])[CH:28]=1. The yield is 0.860.